This data is from Forward reaction prediction with 1.9M reactions from USPTO patents (1976-2016). The task is: Predict the product of the given reaction. (1) Given the reactants C(B1[O:11][C@H:10]2[CH2:12][C@H:7]([C@H:8]([CH2:25][CH2:26][C@@H:27](O)[CH2:28][CH2:29][C:30]3[CH:35]=[CH:34][CH:33]=[CH:32][CH:31]=3)[C@H:9]2[CH2:13]/[CH:14]=[CH:15]\[CH2:16][CH2:17][CH2:18][C:19]([O:21][CH:22]([CH3:24])[CH3:23])=[O:20])[O:6]1)CCC.Cl[C:38]([O:40][C:41]1[CH:57]=[CH:56][C:44]([C:45]([O:47][CH2:48][CH:49]([CH2:53][C:54]#[CH:55])[CH2:50][C:51]#[CH:52])=[O:46])=[CH:43][CH:42]=1)=[O:39].C[OH:59], predict the reaction product. The product is: [OH:11][C@H:10]1[CH2:12][C@@H:7]([OH:6])[C@H:8]([CH2:25][CH2:26][C@@H:27]([O:39][C:38]([O:40][C:41]2[CH:57]=[CH:56][C:44]([C:45]([O:47][CH2:48][CH:49]([CH2:53][C:54]#[CH:55])[CH2:50][C:51]#[CH:52])=[O:46])=[CH:43][CH:42]=2)=[O:59])[CH2:28][CH2:29][C:30]2[CH:31]=[CH:32][CH:33]=[CH:34][CH:35]=2)[C@H:9]1[CH2:13]/[CH:14]=[CH:15]\[CH2:16][CH2:17][CH2:18][C:19]([O:21][CH:22]([CH3:24])[CH3:23])=[O:20]. (2) Given the reactants [CH3:1][C@@:2]12[C:8]([CH3:10])([CH3:9])[C@@H:5]([CH2:6][CH2:7]1)[C:4](=O)[C:3]2=O.COP([CH2:19][C:20]([C:22]1[CH:27]=[CH:26][C:25]([F:28])=[CH:24][C:23]=1[Cl:29])=O)(=O)OC.O.[NH2:31][NH2:32], predict the reaction product. The product is: [Cl:29][C:23]1[CH:24]=[C:25]([F:28])[CH:26]=[CH:27][C:22]=1[C:20]1[CH:19]=[C:4]2[C:3]([C@:2]3([CH3:1])[C:8]([CH3:10])([CH3:9])[C@H:5]2[CH2:6][CH2:7]3)=[N:32][N:31]=1. (3) Given the reactants [C:1]([O:5][C:6]([N:8]([CH3:30])[CH2:9][C@@H:10]([O:18]C(=O)[C@@H](OC)C1C=CC=CC=1)[C:11]1[CH:16]=[CH:15][C:14]([F:17])=[CH:13][CH:12]=1)=[O:7])([CH3:4])([CH3:3])[CH3:2].C(=O)([O-])[O-].[K+].[K+], predict the reaction product. The product is: [C:1]([O:5][C:6](=[O:7])[N:8]([CH2:9][C@H:10]([C:11]1[CH:16]=[CH:15][C:14]([F:17])=[CH:13][CH:12]=1)[OH:18])[CH3:30])([CH3:4])([CH3:2])[CH3:3]. (4) Given the reactants [Cl-].[Al+3].[Cl-].[Cl-].[CH2:5]([C:7]1[CH:12]=[CH:11][CH:10]=[CH:9][CH:8]=1)[CH3:6].[C:13](OC(=O)C)(=[O:15])[CH3:14].Cl, predict the reaction product. The product is: [CH2:5]([C:7]1[CH:12]=[CH:11][C:10]([C:13](=[O:15])[CH3:14])=[CH:9][CH:8]=1)[CH3:6]. (5) Given the reactants Br[C:2]1[CH:3]=[CH:4][C:5]2[NH:6][C:7]3[C:12]([C:13]=2[CH:14]=1)=[CH:11][CH:10]=[CH:9][CH:8]=3.C(=O)([O-])[O-].[Na+].[Na+].[C:21]1([CH3:27])[CH:26]=[CH:25][CH:24]=[CH:23][CH:22]=1.O, predict the reaction product. The product is: [C:12]1([N:6]2[C:5]3[CH:4]=[CH:3][C:2]([C:2]4[CH:3]=[CH:4][C:5]5[NH:6][C:26]6[C:21]([C:27]=5[CH:14]=4)=[CH:22][CH:23]=[CH:24][CH:25]=6)=[CH:14][C:13]=3[C:12]3[C:7]2=[CH:8][CH:9]=[CH:10][CH:11]=3)[CH:11]=[CH:10][CH:9]=[CH:8][CH:7]=1. (6) Given the reactants [NH2:1][C:2]1[N:7]=[CH:6][CH:5]=[CH:4][N:3]=1.[N+:8]([C:10]1[CH:19]=[CH:18][C:13]2[O:14][CH2:15][CH2:16][O:17][C:12]=2[CH:11]=1)#[C-:9].[Cl:20][C:21]1[CH:28]=[CH:27][CH:26]=[C:25]([F:29])[C:22]=1[CH:23]=O.[Cl-].[In+3].[Cl-].[Cl-], predict the reaction product. The product is: [Cl:20][C:21]1[CH:28]=[CH:27][CH:26]=[C:25]([F:29])[C:22]=1[C:23]1[N:1]=[C:2]2[N:7]=[CH:6][CH:5]=[CH:4][N:3]2[C:9]=1[NH:8][C:10]1[CH:19]=[CH:18][C:13]2[O:14][CH2:15][CH2:16][O:17][C:12]=2[CH:11]=1. (7) Given the reactants Br[CH:2]([C:4]1[C:12]([C:13]2[CH:18]=[C:17]([F:19])[CH:16]=[C:15]([F:20])[CH:14]=2)=[C:7]2[CH:8]=[CH:9][CH:10]=[CH:11][N:6]2[N:5]=1)[CH3:3].[N-:21]=[N+:22]=[N-:23].[Na+], predict the reaction product. The product is: [N:21]([CH:2]([C:4]1[C:12]([C:13]2[CH:18]=[C:17]([F:19])[CH:16]=[C:15]([F:20])[CH:14]=2)=[C:7]2[CH:8]=[CH:9][CH:10]=[CH:11][N:6]2[N:5]=1)[CH3:3])=[N+:22]=[N-:23].